From a dataset of NCI-60 drug combinations with 297,098 pairs across 59 cell lines. Regression. Given two drug SMILES strings and cell line genomic features, predict the synergy score measuring deviation from expected non-interaction effect. (1) Drug 1: C1=NC(=NC(=O)N1C2C(C(C(O2)CO)O)O)N. Drug 2: C1CC(=O)NC(=O)C1N2C(=O)C3=CC=CC=C3C2=O. Cell line: OVCAR-8. Synergy scores: CSS=24.2, Synergy_ZIP=-6.17, Synergy_Bliss=0.424, Synergy_Loewe=-14.9, Synergy_HSA=0.543. (2) Drug 1: CC1C(C(CC(O1)OC2CC(OC(C2O)C)OC3=CC4=CC5=C(C(=O)C(C(C5)C(C(=O)C(C(C)O)O)OC)OC6CC(C(C(O6)C)O)OC7CC(C(C(O7)C)O)OC8CC(C(C(O8)C)O)(C)O)C(=C4C(=C3C)O)O)O)O. Drug 2: CC1CCCC2(C(O2)CC(NC(=O)CC(C(C(=O)C(C1O)C)(C)C)O)C(=CC3=CSC(=N3)C)C)C. Cell line: MCF7. Synergy scores: CSS=53.1, Synergy_ZIP=-2.52, Synergy_Bliss=-3.53, Synergy_Loewe=-1.02, Synergy_HSA=-0.563.